This data is from Catalyst prediction with 721,799 reactions and 888 catalyst types from USPTO. The task is: Predict which catalyst facilitates the given reaction. (1) Reactant: [O:1]1[C:5]2[CH:6]=[CH:7][C:8]([CH:10]=O)=[CH:9][C:4]=2[CH:3]=[CH:2]1.[CH3:12][NH2:13].[BH4-].[Na+].O. Product: [O:1]1[C:5]2[CH:6]=[CH:7][C:8]([CH2:10][NH:13][CH3:12])=[CH:9][C:4]=2[CH:3]=[CH:2]1. The catalyst class is: 5. (2) Reactant: [OH:1][C:2]1[CH:3]=[CH:4][C:5]([CH3:11])=[C:6]([CH:10]=1)[C:7]([OH:9])=[O:8].C(=O)([O-])[O-].[K+].[K+].[CH2:18](Cl)[C:19]1[CH:24]=[CH:23][CH:22]=[CH:21][CH:20]=1.O. Product: [CH2:18]([O:1][C:2]1[CH:3]=[CH:4][C:5]([CH3:11])=[C:6]([CH:10]=1)[C:7]([O:9][CH2:11][C:5]1[CH:6]=[CH:10][CH:2]=[CH:3][CH:4]=1)=[O:8])[C:19]1[CH:24]=[CH:23][CH:22]=[CH:21][CH:20]=1. The catalyst class is: 499. (3) Reactant: [C:1]([OH:6])(=[O:5])[C:2]([CH3:4])=O.[Cl:7][C:8]1[CH:13]=[C:12]([NH2:14])[C:11](I)=[CH:10][N:9]=1.C1N2CCN(CC2)C1. Product: [Cl:7][C:8]1[N:9]=[CH:10][C:11]2[CH:4]=[C:2]([C:1]([OH:6])=[O:5])[NH:14][C:12]=2[CH:13]=1. The catalyst class is: 274. (4) Reactant: [CH3:1][C:2]([C:6]1[CH:11]=[CH:10][C:9]([N+:12]([O-:14])=[O:13])=[CH:8][CH:7]=1)([CH3:5])[CH2:3][OH:4].CCN(CC)CC.[CH3:22][S:23](Cl)(=[O:25])=[O:24]. Product: [CH3:22][S:23]([O:4][CH2:3][C:2]([CH3:1])([C:6]1[CH:11]=[CH:10][C:9]([N+:12]([O-:14])=[O:13])=[CH:8][CH:7]=1)[CH3:5])(=[O:25])=[O:24]. The catalyst class is: 2. (5) Reactant: [NH2:1][CH2:2][CH2:3][CH2:4][CH2:5][OH:6].[O:7]=[C:8]1[C:16]2[C:11](=[CH:12][CH:13]=[CH:14][CH:15]=2)[C:10](=[O:17])N1C(OCC)=O. Product: [OH:6][CH2:5][CH2:4][CH2:3][CH2:2][N:1]1[C:8](=[O:7])[C:16]2[C:11](=[CH:12][CH:13]=[CH:14][CH:15]=2)[C:10]1=[O:17]. The catalyst class is: 1. (6) Reactant: [Cl:1][C:2]1[CH:3]=[C:4]([NH:8][CH2:9][CH2:10][CH2:11][NH2:12])[CH:5]=[CH:6][CH:7]=1.CCN(CC)CC.Cl[C:21]([O:23][CH3:24])=[O:22].O. Product: [Cl:1][C:2]1[CH:3]=[C:4]([NH:8][CH2:9][CH2:10][CH2:11][NH:12][C:21](=[O:22])[O:23][CH3:24])[CH:5]=[CH:6][CH:7]=1. The catalyst class is: 2.